From a dataset of NCI-60 drug combinations with 297,098 pairs across 59 cell lines. Regression. Given two drug SMILES strings and cell line genomic features, predict the synergy score measuring deviation from expected non-interaction effect. (1) Drug 1: CS(=O)(=O)CCNCC1=CC=C(O1)C2=CC3=C(C=C2)N=CN=C3NC4=CC(=C(C=C4)OCC5=CC(=CC=C5)F)Cl. Drug 2: C1=CC=C(C(=C1)C(C2=CC=C(C=C2)Cl)C(Cl)Cl)Cl. Synergy scores: CSS=-1.53, Synergy_ZIP=-0.245, Synergy_Bliss=-1.43, Synergy_Loewe=0.653, Synergy_HSA=-2.30. Cell line: KM12. (2) Drug 1: CC1C(C(=O)NC(C(=O)N2CCCC2C(=O)N(CC(=O)N(C(C(=O)O1)C(C)C)C)C)C(C)C)NC(=O)C3=C4C(=C(C=C3)C)OC5=C(C(=O)C(=C(C5=N4)C(=O)NC6C(OC(=O)C(N(C(=O)CN(C(=O)C7CCCN7C(=O)C(NC6=O)C(C)C)C)C)C(C)C)C)N)C. Drug 2: CN(C(=O)NC(C=O)C(C(C(CO)O)O)O)N=O. Cell line: SK-MEL-5. Synergy scores: CSS=28.7, Synergy_ZIP=-3.53, Synergy_Bliss=1.85, Synergy_Loewe=-61.0, Synergy_HSA=0.875. (3) Drug 2: CC(C)NC(=O)C1=CC=C(C=C1)CNNC.Cl. Synergy scores: CSS=5.44, Synergy_ZIP=-0.755, Synergy_Bliss=1.42, Synergy_Loewe=-7.87, Synergy_HSA=0.863. Cell line: NCI-H226. Drug 1: CCC1(CC2CC(C3=C(CCN(C2)C1)C4=CC=CC=C4N3)(C5=C(C=C6C(=C5)C78CCN9C7C(C=CC9)(C(C(C8N6C=O)(C(=O)OC)O)OC(=O)C)CC)OC)C(=O)OC)O.OS(=O)(=O)O. (4) Drug 1: C1CCC(CC1)NC(=O)N(CCCl)N=O. Drug 2: CC1C(C(CC(O1)OC2CC(CC3=C2C(=C4C(=C3O)C(=O)C5=C(C4=O)C(=CC=C5)OC)O)(C(=O)CO)O)N)O.Cl. Cell line: HS 578T. Synergy scores: CSS=41.6, Synergy_ZIP=-2.23, Synergy_Bliss=-2.67, Synergy_Loewe=-1.90, Synergy_HSA=0.992. (5) Cell line: HT29. Drug 2: C#CCC(CC1=CN=C2C(=N1)C(=NC(=N2)N)N)C3=CC=C(C=C3)C(=O)NC(CCC(=O)O)C(=O)O. Synergy scores: CSS=64.8, Synergy_ZIP=3.94, Synergy_Bliss=3.69, Synergy_Loewe=-10.5, Synergy_HSA=1.10. Drug 1: C1=CC(=CC=C1C#N)C(C2=CC=C(C=C2)C#N)N3C=NC=N3. (6) Drug 1: C1=NC2=C(N1)C(=S)N=C(N2)N. Drug 2: CCCCC(=O)OCC(=O)C1(CC(C2=C(C1)C(=C3C(=C2O)C(=O)C4=C(C3=O)C=CC=C4OC)O)OC5CC(C(C(O5)C)O)NC(=O)C(F)(F)F)O. Cell line: TK-10. Synergy scores: CSS=25.8, Synergy_ZIP=-3.61, Synergy_Bliss=-1.61, Synergy_Loewe=-2.82, Synergy_HSA=-0.750.